Task: Predict the reaction yield, written as a fraction of the theoretical maximum amount of product (1.0 means a 100% yield; for example, 0.34 means a 34% yield).. Dataset: Reaction yield outcomes from USPTO patents with 853,638 reactions (1) The yield is 0.950. The reactants are [F:1][C:2]1[CH:3]=[CH:4][C:5]([I:11])=[C:6]([CH:10]=1)[C:7]([OH:9])=[O:8].S(=O)(=O)(O)O.[CH3:17]O. The product is [CH3:17][O:8][C:7](=[O:9])[C:6]1[CH:10]=[C:2]([F:1])[CH:3]=[CH:4][C:5]=1[I:11]. No catalyst specified. (2) No catalyst specified. The yield is 0.110. The product is [C:27]([C:31]1[O:35][C:34]([C:36]([NH:26][CH2:25][C:3]2[CH:4]=[CH:5][C:6]([C:8]3[CH:13]=[CH:12][N:11]=[C:10]4[NH:14][C:15]([C:17]5[CH:22]=[CH:21][C:20]([O:23][CH3:24])=[CH:19][N:18]=5)=[N:16][C:9]=34)=[CH:7][C:2]=2[F:1])=[O:37])=[N:33][N:32]=1)([CH3:30])([CH3:28])[CH3:29]. The reactants are [F:1][C:2]1[CH:7]=[C:6]([C:8]2[CH:13]=[CH:12][N:11]=[C:10]3[NH:14][C:15]([C:17]4[CH:22]=[CH:21][C:20]([O:23][CH3:24])=[CH:19][N:18]=4)=[N:16][C:9]=23)[CH:5]=[CH:4][C:3]=1[CH2:25][NH2:26].[C:27]([C:31]1[O:35][C:34]([C:36](OC)=[O:37])=[N:33][N:32]=1)([CH3:30])([CH3:29])[CH3:28]. (3) The reactants are [OH-].[Na+].[CH2:3]([O:5][CH2:6][CH2:7][O:8][C:9]1[CH:17]=[C:16]2[C:12]([CH:13]=[CH:14][NH:15]2)=[CH:11][C:10]=1[O:18][C:19]1[CH:24]=[CH:23][N:22]=[C:21]([NH:25]C(=O)C)[CH:20]=1)[CH3:4]. The catalyst is CO.C(OCC)(=O)C.O. The product is [CH2:3]([O:5][CH2:6][CH2:7][O:8][C:9]1[CH:17]=[C:16]2[C:12]([CH:13]=[CH:14][NH:15]2)=[CH:11][C:10]=1[O:18][C:19]1[CH:24]=[CH:23][N:22]=[C:21]([NH2:25])[CH:20]=1)[CH3:4]. The yield is 0.870. (4) The reactants are C(Cl)CCl.Cl.N[C:7](=[CH:11][C:12]1[CH:17]=[CH:16][CH:15]=[CH:14][CH:13]=1)[C:8]([OH:10])=O.[CH3:18][N:19]1[C:27]2[C:22](=[CH:23][CH:24]=[CH:25][CH:26]=2)[CH:21]=[C:20]1[CH2:28][NH:29][CH3:30].C1C=CC2N(O)N=[N:37]C=2C=1.O.C(N(CC)CC)C. The catalyst is CN(C=O)C. The product is [NH2:37][C:15]1[CH:16]=[CH:17][C:12](/[CH:11]=[CH:7]/[C:8]([N:29]([CH3:30])[CH2:28][C:20]2[N:19]([CH3:18])[C:27]3[C:22]([CH:21]=2)=[CH:23][CH:24]=[CH:25][CH:26]=3)=[O:10])=[CH:13][CH:14]=1. The yield is 0.190. (5) The reactants are [NH2:1][CH2:2][CH:3]1[O:7][C:6](=[O:8])[N:5]([C:9]2[CH:14]=[CH:13][C:12]([CH:15]3[CH2:20][CH2:19][CH:18]([OH:21])[CH2:17][CH2:16]3)=[C:11]([F:22])[CH:10]=2)[CH2:4]1.C(N(CC)CC)C.[F:30][CH:31]([F:37])[C:32](OCC)=[O:33]. The catalyst is CO. The product is [F:30][CH:31]([F:37])[C:32]([NH:1][CH2:2][CH:3]1[O:7][C:6](=[O:8])[N:5]([C:9]2[CH:14]=[CH:13][C:12]([CH:15]3[CH2:20][CH2:19][CH:18]([OH:21])[CH2:17][CH2:16]3)=[C:11]([F:22])[CH:10]=2)[CH2:4]1)=[O:33]. The yield is 0.770. (6) The reactants are C([O:5][C:6]([C:8]1[CH:9]=[C:10]([CH:28]=[CH:29][CH:30]=1)[CH:11]=[C:12]1[S:16][C:15](=[O:17])[N:14]([CH2:18][C:19]2[CH:24]=[CH:23][C:22]([Cl:25])=[C:21]([Cl:26])[CH:20]=2)[C:13]1=[O:27])=[O:7])(C)(C)C.C(O)=O. The catalyst is O. The product is [C:6]([C:8]1[CH:9]=[C:10]([CH:28]=[CH:29][CH:30]=1)[CH:11]=[C:12]1[S:16][C:15](=[O:17])[N:14]([CH2:18][C:19]2[CH:24]=[CH:23][C:22]([Cl:25])=[C:21]([Cl:26])[CH:20]=2)[C:13]1=[O:27])([OH:7])=[O:5]. The yield is 0.965. (7) The reactants are [F:1][C:2]1[CH:7]=[C:6](I)[CH:5]=[CH:4][C:3]=1[N:9]1[CH:14]=[C:13]([O:15][CH3:16])[C:12](=[O:17])[C:11]([C:18]2[N:22]([C:23]3[CH:28]=[CH:27][CH:26]=[CH:25][CH:24]=3)[N:21]=[CH:20][CH:19]=2)=[N:10]1.Cl.[F:30][C:31]([F:38])([F:37])[CH:32]1[CH2:36][CH2:35][NH:34][CH2:33]1.CC([O-])(C)C.[Na+].CC1(C)C2C(=C(P(C3C=CC=CC=3)C3C=CC=CC=3)C=CC=2)OC2C(P(C3C=CC=CC=3)C3C=CC=CC=3)=CC=CC1=2. The catalyst is O1CCOCC1.C1C=CC(/C=C/C(/C=C/C2C=CC=CC=2)=O)=CC=1.C1C=CC(/C=C/C(/C=C/C2C=CC=CC=2)=O)=CC=1.C1C=CC(/C=C/C(/C=C/C2C=CC=CC=2)=O)=CC=1.[Pd].[Pd]. The product is [F:1][C:2]1[CH:7]=[C:6]([N:34]2[CH2:35][CH2:36][CH:32]([C:31]([F:38])([F:37])[F:30])[CH2:33]2)[CH:5]=[CH:4][C:3]=1[N:9]1[CH:14]=[C:13]([O:15][CH3:16])[C:12](=[O:17])[C:11]([C:18]2[N:22]([C:23]3[CH:28]=[CH:27][CH:26]=[CH:25][CH:24]=3)[N:21]=[CH:20][CH:19]=2)=[N:10]1. The yield is 0.450.